This data is from Reaction yield outcomes from USPTO patents with 853,638 reactions. The task is: Predict the reaction yield, written as a fraction of the theoretical maximum amount of product (1.0 means a 100% yield; for example, 0.34 means a 34% yield). (1) The reactants are [CH3:1][O:2][C:3]([C@@H:5]([N:13]1[CH2:21][C:17]2[CH:18]=[CH:19][S:20][C:16]=2[CH2:15][CH2:14]1)[C:6]1[CH:7]=[CH:8][CH:9]=[CH:10][C:11]=1[Cl:12])=[O:4].O.[CH:23]1[C:32]2[C:27](=[CH:28][CH:29]=[CH:30][CH:31]=2)[CH:26]=[CH:25][C:24]=1[S:33]([OH:36])(=[O:35])=[O:34]. The catalyst is C(OCC)(=O)C.O. The product is [CH3:1][O:2][C:3]([C@@H:5]([N:13]1[CH2:21][C:17]2[CH:18]=[CH:19][S:20][C:16]=2[CH2:15][CH2:14]1)[C:6]1[CH:7]=[CH:8][CH:9]=[CH:10][C:11]=1[Cl:12])=[O:4].[CH:23]1[C:32]2[C:27](=[CH:28][CH:29]=[CH:30][CH:31]=2)[CH:26]=[CH:25][C:24]=1[S:33]([O-:36])(=[O:35])=[O:34]. The yield is 0.870. (2) The catalyst is C1COCC1. The product is [ClH:10].[C:18]([CH2:21][C:22]1[CH:27]=[CH:26][C:25]([CH2:28][CH2:29][CH2:30][CH2:31][NH:32][C:14]([NH:13][C:11]([C:4]2[C:3]([NH2:2])=[N:8][C:7]([NH2:9])=[C:6]([Cl:10])[N:5]=2)=[O:12])=[NH:17])=[CH:24][CH:23]=1)([OH:20])=[O:19]. The reactants are I.[NH2:2][C:3]1[C:4]([C:11]([NH:13][C:14](=[NH:17])SC)=[O:12])=[N:5][C:6]([Cl:10])=[C:7]([NH2:9])[N:8]=1.[C:18]([CH2:21][C:22]1[CH:27]=[CH:26][C:25]([CH2:28][CH2:29][CH2:30][CH2:31][NH2:32])=[CH:24][CH:23]=1)([OH:20])=[O:19]. The yield is 0.250. (3) The reactants are [Br:1][C:2]1[CH:3]=[C:4]([N:9]2[CH2:14][CH2:13][O:12][CH2:11][CH2:10]2)[C:5](=[O:8])[NH:6][CH:7]=1.[CH3:15][S:16]([CH:19]=[CH2:20])(=[O:18])=[O:17].C(=O)([O-])[O-].[Cs+].[Cs+]. No catalyst specified. The product is [Br:1][C:2]1[CH:3]=[C:4]([N:9]2[CH2:14][CH2:13][O:12][CH2:11][CH2:10]2)[C:5](=[O:8])[N:6]([CH2:20][CH2:19][S:16]([CH3:15])(=[O:18])=[O:17])[CH:7]=1. The yield is 0.980. (4) The reactants are [CH3:1][C:2]1[S:3][CH:4]=[C:5]([CH3:7])[N:6]=1.C([Li])(C)(C)C.CCCCCC.Br[C:20]1[S:24][C:23]([C:25]2[N:29]3[N:30]=[C:31]([CH3:39])[CH:32]=[C:33]([CH:34]([CH2:37][CH3:38])[CH2:35][CH3:36])[C:28]3=[N:27][C:26]=2[CH3:40])=[C:22]([CH3:41])[CH:21]=1. The catalyst is CCOC(C)=O.[Cl-].[Cl-].[Zn+2].C1C=CC(P(C2C=CC=CC=2)[C-]2C=CC=C2)=CC=1.C1C=CC(P(C2C=CC=CC=2)[C-]2C=CC=C2)=CC=1.Cl[Pd]Cl.[Fe+2].C1COCC1. The product is [CH3:1][C:2]1[S:3][C:4]([C:20]2[S:24][C:23]([C:25]3[N:29]4[N:30]=[C:31]([CH3:39])[CH:32]=[C:33]([CH:34]([CH2:37][CH3:38])[CH2:35][CH3:36])[C:28]4=[N:27][C:26]=3[CH3:40])=[C:22]([CH3:41])[CH:21]=2)=[C:5]([CH3:7])[N:6]=1. The yield is 0.490. (5) The product is [C:14]([O:13][CH2:1][CH2:2][CH2:3][CH2:4][CH2:5][CH2:6][CH2:7][CH2:8][CH2:9][CH2:10][CH2:11][CH3:12])(=[O:18])[CH:15]([CH3:17])[OH:16]. No catalyst specified. The reactants are [CH2:1]([OH:13])[CH2:2][CH2:3][CH2:4][CH2:5][CH2:6][CH2:7][CH2:8][CH2:9][CH2:10][CH2:11][CH3:12].[C:14](OCC)(=[O:18])[CH:15]([CH3:17])[OH:16]. The yield is 0.800. (6) The reactants are N(OCCC(C)C)=O.[CH3:9][O:10][C:11]([C:13]1[S:17][C:16](N)=[N:15][CH:14]=1)=[O:12].C(OCC)(=O)C. The catalyst is O1CCOCC1. The product is [CH3:9][O:10][C:11]([C:13]1[S:17][CH:16]=[N:15][CH:14]=1)=[O:12]. The yield is 0.480. (7) The reactants are Cl[C:2]([O:4][C:5]1[CH:10]=[CH:9][CH:8]=[CH:7][CH:6]=1)=[O:3].[I:11][C:12]1[CH:13]=[N:14][NH:15][CH:16]=1.C(N(CC)CC)C.O. The catalyst is C(Cl)Cl. The product is [I:11][C:12]1[CH:13]=[N:14][N:15]([C:2]([O:4][C:5]2[CH:10]=[CH:9][CH:8]=[CH:7][CH:6]=2)=[O:3])[CH:16]=1. The yield is 0.950.